This data is from Full USPTO retrosynthesis dataset with 1.9M reactions from patents (1976-2016). The task is: Predict the reactants needed to synthesize the given product. (1) Given the product [Br:2][C:3]1[CH:8]=[CH:7][C:6]([C@@H:9]([NH:11][C:12](=[O:13])[O:14][C:15]([CH3:18])([CH3:17])[CH3:16])[CH3:10])=[CH:5][CH:4]=1, predict the reactants needed to synthesize it. The reactants are: Cl.[Br:2][C:3]1[CH:8]=[CH:7][C:6]([C@@H:9]([NH2:11])[CH3:10])=[CH:5][CH:4]=1.[C:12](O[C:12]([O:14][C:15]([CH3:18])([CH3:17])[CH3:16])=[O:13])([O:14][C:15]([CH3:18])([CH3:17])[CH3:16])=[O:13].C(N(CC)CC)C. (2) Given the product [C:11]1([C:3]2[C:2]([C:25]3[CH:30]=[CH:29][N:28]=[C:27]([NH2:31])[CH:26]=3)=[C:6]3[O:7][CH2:8][CH2:9][CH2:10][N:5]3[N:4]=2)[CH:16]=[CH:15][CH:14]=[CH:13][CH:12]=1, predict the reactants needed to synthesize it. The reactants are: Br[C:2]1[C:3]([C:11]2[CH:16]=[CH:15][CH:14]=[CH:13][CH:12]=2)=[N:4][N:5]2[CH2:10][CH2:9][CH2:8][O:7][C:6]=12.CC1(C)C(C)(C)OB([C:25]2[CH:30]=[CH:29][N:28]=[C:27]([NH:31]C(=O)OC(C)(C)C)[CH:26]=2)O1.C(=O)([O-])[O-].[Na+].[Na+]. (3) Given the product [N+:24]([C:21]1[CH:22]=[CH:23][C:18]([O:5][CH2:4][CH2:3][N:2]([CH3:6])[CH3:1])=[N:19][CH:20]=1)([O-:26])=[O:25], predict the reactants needed to synthesize it. The reactants are: [CH3:1][N:2]([CH3:6])[CH2:3][CH2:4][OH:5].C[Si]([N-][Si](C)(C)C)(C)C.[Na+].Cl[C:18]1[CH:23]=[CH:22][C:21]([N+:24]([O-:26])=[O:25])=[CH:20][N:19]=1. (4) Given the product [CH3:1][O:2][C:3](=[O:22])[CH2:4][CH2:5][CH2:6][CH2:7][CH2:8][CH2:9][C:10]1[O:21][C:13]([C:14]2[CH:19]=[CH:18][CH:17]=[CH:16][CH:15]=2)=[CH:12][N:11]=1, predict the reactants needed to synthesize it. The reactants are: [CH3:1][O:2][C:3](=[O:22])[CH2:4][CH2:5][CH2:6][CH2:7][CH2:8][CH2:9][C:10](=[O:21])[NH:11][CH2:12][C:13](=O)[C:14]1[CH:19]=[CH:18][CH:17]=[CH:16][CH:15]=1.C(Br)(Br)(Br)Br.C1(P(C2C=CC=CC=2)C2C=CC=CC=2)C=CC=CC=1. (5) Given the product [CH2:1]([N:5]([CH2:16][CH2:17][CH2:18][CH3:19])[C:6]1[CH:13]=[CH:12][C:9]([CH:10]=[C:24]2[C:25](=[C:32]([C:35]#[N:36])[C:33]#[N:34])[C:26]3[C:31](=[CH:30][CH:29]=[CH:28][CH:27]=3)[C:23]2=[C:22]([C:20]#[N:21])[C:37]#[N:38])=[C:8]([O:14][CH3:15])[CH:7]=1)[CH2:2][CH2:3][CH3:4], predict the reactants needed to synthesize it. The reactants are: [CH2:1]([N:5]([CH2:16][CH2:17][CH2:18][CH3:19])[C:6]1[CH:13]=[CH:12][C:9]([CH:10]=O)=[C:8]([O:14][CH3:15])[CH:7]=1)[CH2:2][CH2:3][CH3:4].[C:20]([C:22]([C:37]#[N:38])=[C:23]1[C:31]2[C:26](=[CH:27][CH:28]=[CH:29][CH:30]=2)[C:25](=[C:32]([C:35]#[N:36])[C:33]#[N:34])[CH2:24]1)#[N:21].O. (6) Given the product [CH3:19][S:20]([O:9][CH:6]1[CH2:5][CH2:4][CH:3]([C:2]([F:10])([F:11])[F:1])[CH2:8][CH2:7]1)(=[O:22])=[O:21], predict the reactants needed to synthesize it. The reactants are: [F:1][C:2]([F:11])([F:10])[CH:3]1[CH2:8][CH2:7][CH:6]([OH:9])[CH2:5][CH2:4]1.C(N(CC)CC)C.[CH3:19][S:20](Cl)(=[O:22])=[O:21]. (7) Given the product [Cl:5][C:6]1[C:15]([CH2:16][N:17]([CH:18]2[CH2:23][CH2:22][N:21]([CH2:24][CH2:25][N:26]3[C:35]4[C:30](=[CH:31][CH:32]=[C:33]([O:36][CH3:37])[CH:34]=4)[N:29]=[CH:28][C:27]3=[O:38])[CH2:20][CH2:19]2)[C:40](=[O:41])[O:42][C:43]([CH3:46])([CH3:45])[CH3:44])=[N:14][C:13]2[NH:12][C:11](=[O:39])[CH2:10][S:9][C:8]=2[CH:7]=1, predict the reactants needed to synthesize it. The reactants are: C(Cl)(Cl)Cl.[Cl:5][C:6]1[C:15]([CH2:16][NH:17][CH:18]2[CH2:23][CH2:22][N:21]([CH2:24][CH2:25][N:26]3[C:35]4[C:30](=[CH:31][CH:32]=[C:33]([O:36][CH3:37])[CH:34]=4)[N:29]=[CH:28][C:27]3=[O:38])[CH2:20][CH2:19]2)=[N:14][C:13]2[NH:12][C:11](=[O:39])[CH2:10][S:9][C:8]=2[CH:7]=1.[C:40](O[C:40]([O:42][C:43]([CH3:46])([CH3:45])[CH3:44])=[O:41])([O:42][C:43]([CH3:46])([CH3:45])[CH3:44])=[O:41]. (8) Given the product [F:31][C:2]1([F:1])[CH2:6][CH2:5][C@@H:4]([C@@:7]([OH:30])([C:24]2[CH:25]=[CH:26][CH:27]=[CH:28][CH:29]=2)[C:8]([O:10][CH:11]2[CH2:12][CH2:13][NH:14][CH2:15][CH2:16]2)=[O:9])[CH2:3]1, predict the reactants needed to synthesize it. The reactants are: [F:1][C:2]1([F:31])[CH2:6][CH2:5][C@@H:4]([C@@:7]([OH:30])([C:24]2[CH:29]=[CH:28][CH:27]=[CH:26][CH:25]=2)[C:8]([O:10][CH:11]2[CH2:16][CH2:15][N:14](C(OC(C)(C)C)=O)[CH2:13][CH2:12]2)=[O:9])[CH2:3]1. (9) The reactants are: C(OC(=O)[NH:10][CH2:11][CH:12]1[CH2:16][C:15]2[CH:17]=[CH:18][CH:19]=[C:20]([C:21]3[CH:22]=[N:23][CH:24]=[CH:25][CH:26]=3)[C:14]=2[O:13]1)C1C=CC=CC=1.C[Si](I)(C)C. Given the product [N:23]1[CH:24]=[CH:25][CH:26]=[C:21]([C:20]2[C:14]3[O:13][CH:12]([CH2:11][NH2:10])[CH2:16][C:15]=3[CH:17]=[CH:18][CH:19]=2)[CH:22]=1, predict the reactants needed to synthesize it.